From a dataset of CYP2C19 inhibition data for predicting drug metabolism from PubChem BioAssay. Regression/Classification. Given a drug SMILES string, predict its absorption, distribution, metabolism, or excretion properties. Task type varies by dataset: regression for continuous measurements (e.g., permeability, clearance, half-life) or binary classification for categorical outcomes (e.g., BBB penetration, CYP inhibition). Dataset: cyp2c19_veith. (1) The molecule is COC(=O)c1ccc(N=C2S/C(=C\c3cc(C)n(-c4cccnc4)c3C)C(=O)N2C)cc1. The result is 1 (inhibitor). (2) The drug is Nc1c(Br)cc(Br)cc1CNC1CCC(O)CC1. The result is 0 (non-inhibitor). (3) The drug is NC(=O)Nc1ccc([As](=O)(O)O)cc1. The result is 0 (non-inhibitor). (4) The compound is O[C@H](C[C@@H]1CCCCN1)c1ccc2c(c1)oc1ccccc12. The result is 0 (non-inhibitor). (5) The drug is CCc1nnc(NC(=O)c2c(C)nn(-c3ccccc3)c2Cl)s1. The result is 1 (inhibitor). (6) The molecule is N#CCCn1c(=O)c(-c2cccs2)nc2cnc(Oc3cccc(Cl)c3)nc21. The result is 0 (non-inhibitor). (7) The compound is CS(=O)(=O)c1nc2ccccc2n1Cc1ccccc1. The result is 1 (inhibitor). (8) The drug is O=C(O)[C@@H](O)c1ccc([As](=O)(O)O)cc1. The result is 0 (non-inhibitor).